From a dataset of Catalyst prediction with 721,799 reactions and 888 catalyst types from USPTO. Predict which catalyst facilitates the given reaction. (1) Reactant: [CH3:1][C:2]1[N:25]([CH3:26])[C:5]2[CH:6]=[C:7]([C:22]([OH:24])=O)[C:8]3[CH2:9][CH2:10][C:11]4([NH:20][C:21]=3[C:4]=2[N:3]=1)[CH2:19][C:18]1[C:13](=[CH:14][CH:15]=[CH:16][CH:17]=1)[CH2:12]4.F[B-](F)(F)F.N1(OC(N(C)C)=[N+](C)C)C2C=CC=CC=2N=N1.[CH3:49][O:50][CH2:51][CH2:52][NH2:53]. Product: [CH3:49][O:50][CH2:51][CH2:52][NH:53][C:22]([C:7]1[C:8]2[CH2:9][CH2:10][C:11]3([NH:20][C:21]=2[C:4]2[N:3]=[C:2]([CH3:1])[N:25]([CH3:26])[C:5]=2[CH:6]=1)[CH2:12][C:13]1[C:18](=[CH:17][CH:16]=[CH:15][CH:14]=1)[CH2:19]3)=[O:24]. The catalyst class is: 9. (2) Reactant: C[O:2][C:3]1[C:4]([N+:21]([O-:23])=[O:22])=[CH:5][C:6]2[CH:12]([CH3:13])[CH2:11][N:10]([C:14](=[O:19])[C:15]([F:18])([F:17])[F:16])[CH2:9][CH2:8][C:7]=2[N:20]=1.Br.CC(O)=O.C([O-])(O)=O.[Na+]. Product: [CH3:13][CH:12]1[CH2:11][N:10]([C:14](=[O:19])[C:15]([F:18])([F:17])[F:16])[CH2:9][CH2:8][C:7]2[N:20]=[C:3]([OH:2])[C:4]([N+:21]([O-:23])=[O:22])=[CH:5][C:6]1=2. The catalyst class is: 25. (3) Reactant: Br[C:2]1[CH:7]=[CH:6][C:5]([F:8])=[C:4]([F:9])[CH:3]=1.C([Li])CCC.[CH2:15]([N:22]1[CH2:26][CH2:25][C:24](=[O:27])[CH2:23]1)[C:16]1[CH:21]=[CH:20][CH:19]=[CH:18][CH:17]=1.C(=O)([O-])[O-].[Na+].[Na+]. Product: [CH2:15]([N:22]1[CH2:26][CH2:25][C:24]([C:2]2[CH:7]=[CH:6][C:5]([F:8])=[C:4]([F:9])[CH:3]=2)([OH:27])[CH2:23]1)[C:16]1[CH:17]=[CH:18][CH:19]=[CH:20][CH:21]=1. The catalyst class is: 27. (4) Reactant: [F:1][C:2]1[CH:7]=[C:6]([CH3:8])[C:5]([S:9][CH2:10][C:11]([F:14])([F:13])[F:12])=[CH:4][C:3]=1[N:15]1[C:19]([C:20](OCC)=[O:21])=[CH:18][C:17]([O:25][C:26]([F:35])([F:34])[CH:27]([F:33])[O:28][C:29]([F:32])([F:31])[F:30])=[N:16]1.[H-].C([Al+]CC(C)C)C(C)C.[Cl-].[NH4+]. Product: [CH:20]([C:19]1[N:15]([C:3]2[CH:4]=[C:5]([S:9][CH2:10][C:11]([F:14])([F:13])[F:12])[C:6]([CH3:8])=[CH:7][C:2]=2[F:1])[N:16]=[C:17]([O:25][C:26]([F:35])([F:34])[CH:27]([F:33])[O:28][C:29]([F:30])([F:31])[F:32])[CH:18]=1)=[O:21]. The catalyst class is: 11. (5) Reactant: [N:1]([CH:4]1[CH2:9][CH2:8][N:7]([C:10]([O:12][CH2:13][C:14]2[CH:19]=[CH:18][C:17]([N+:20]([O-:22])=[O:21])=[CH:16][CH:15]=2)=[O:11])[CH2:6][CH2:5]1)=[N+]=[N-].C1(P(C2C=CC=CC=2)C2C=CC=CC=2)C=CC=CC=1.O.O.O.O.O.O.O.O.O.O.S([O-])([O-])(=O)=O.[Na+].[Na+]. Product: [NH2:1][CH:4]1[CH2:9][CH2:8][N:7]([C:10]([O:12][CH2:13][C:14]2[CH:19]=[CH:18][C:17]([N+:20]([O-:22])=[O:21])=[CH:16][CH:15]=2)=[O:11])[CH2:6][CH2:5]1. The catalyst class is: 10. (6) Reactant: [Cl:1][C:2]1[CH:3]=[C:4]([NH:9][C:10](=[O:13])[CH2:11][CH3:12])[CH:5]=[CH:6][C:7]=1[F:8].[Br:14]Br. Product: [Br:14][C:5]1[CH:6]=[C:7]([F:8])[C:2]([Cl:1])=[CH:3][C:4]=1[NH:9][C:10](=[O:13])[CH2:11][CH3:12]. The catalyst class is: 15. (7) Reactant: [C:1]1(=[O:10])[C:9]2[C:4](=[CH:5][CH:6]=[CH:7][CH:8]=2)[CH2:3][O:2]1.[N+:11]([O-])([O-:13])=[O:12].[K+]. Product: [N+:11]([C:7]1[CH:8]=[C:9]2[C:4]([CH2:3][O:2][C:1]2=[O:10])=[CH:5][CH:6]=1)([O-:13])=[O:12]. The catalyst class is: 445. (8) Reactant: [NH2:1][C:2]1[N:7]=[CH:6][C:5]([C:8]2[CH:30]=[CH:29][C:11]3[N:12]([C:25]([CH3:28])([CH3:27])[CH3:26])[C:13]([C:15]4[CH:24]=[CH:23][CH:22]=[CH:21][C:16]=4[C:17]([NH:19][NH2:20])=[O:18])=[N:14][C:10]=3[CH:9]=2)=[CH:4][N:3]=1.C([O-])(O)=O.[Na+].[N:36]#[C:37]Br. Product: [NH2:36][C:37]1[O:18][C:17]([C:16]2[CH:21]=[CH:22][CH:23]=[CH:24][C:15]=2[C:13]2[N:12]([C:25]([CH3:26])([CH3:27])[CH3:28])[C:11]3[CH:29]=[CH:30][C:8]([C:5]4[CH:4]=[N:3][C:2]([NH2:1])=[N:7][CH:6]=4)=[CH:9][C:10]=3[N:14]=2)=[N:19][N:20]=1. The catalyst class is: 38. (9) Reactant: Cl.Cl.[Cl:3][C:4]1[CH:5]=[C:6](/[CH:16]=[CH:17]/[C:18]([O:20][CH2:21][CH3:22])=[O:19])[CH:7]=[N:8][C:9]=1[NH:10][C@@H:11]1[CH2:15][CH2:14][NH:13][CH2:12]1.[Cl:23][C:24]1[CH:32]=[CH:31][C:27]([C:28](Cl)=[O:29])=[CH:26][CH:25]=1.CCN(CC)CC.CCOC(C)=O. Product: [Cl:3][C:4]1[CH:5]=[C:6](/[CH:16]=[CH:17]/[C:18]([O:20][CH2:21][CH3:22])=[O:19])[CH:7]=[N:8][C:9]=1[NH:10][C@@H:11]1[CH2:15][CH2:14][N:13]([C:28](=[O:29])[C:27]2[CH:31]=[CH:32][C:24]([Cl:23])=[CH:25][CH:26]=2)[CH2:12]1. The catalyst class is: 18.